This data is from NCI-60 drug combinations with 297,098 pairs across 59 cell lines. The task is: Regression. Given two drug SMILES strings and cell line genomic features, predict the synergy score measuring deviation from expected non-interaction effect. (1) Synergy scores: CSS=9.63, Synergy_ZIP=-2.63, Synergy_Bliss=-0.255, Synergy_Loewe=0.463, Synergy_HSA=0.549. Drug 1: COC1=C(C=C2C(=C1)N=CN=C2NC3=CC(=C(C=C3)F)Cl)OCCCN4CCOCC4. Drug 2: C#CCC(CC1=CN=C2C(=N1)C(=NC(=N2)N)N)C3=CC=C(C=C3)C(=O)NC(CCC(=O)O)C(=O)O. Cell line: CCRF-CEM. (2) Drug 1: C1C(C(OC1N2C=C(C(=O)NC2=O)F)CO)O. Drug 2: COC1=C2C(=CC3=C1OC=C3)C=CC(=O)O2. Cell line: LOX IMVI. Synergy scores: CSS=8.82, Synergy_ZIP=-2.19, Synergy_Bliss=-1.79, Synergy_Loewe=-33.3, Synergy_HSA=-6.18. (3) Cell line: SNB-75. Drug 2: CC1=C(N=C(N=C1N)C(CC(=O)N)NCC(C(=O)N)N)C(=O)NC(C(C2=CN=CN2)OC3C(C(C(C(O3)CO)O)O)OC4C(C(C(C(O4)CO)O)OC(=O)N)O)C(=O)NC(C)C(C(C)C(=O)NC(C(C)O)C(=O)NCCC5=NC(=CS5)C6=NC(=CS6)C(=O)NCCC[S+](C)C)O. Drug 1: CC1=C2C(C(=O)C3(C(CC4C(C3C(C(C2(C)C)(CC1OC(=O)C(C(C5=CC=CC=C5)NC(=O)C6=CC=CC=C6)O)O)OC(=O)C7=CC=CC=C7)(CO4)OC(=O)C)O)C)OC(=O)C. Synergy scores: CSS=18.4, Synergy_ZIP=-7.62, Synergy_Bliss=-3.40, Synergy_Loewe=-1.66, Synergy_HSA=0.0355. (4) Drug 1: C1=CC(=CC=C1CCCC(=O)O)N(CCCl)CCCl. Drug 2: CC1C(C(CC(O1)OC2CC(CC3=C2C(=C4C(=C3O)C(=O)C5=CC=CC=C5C4=O)O)(C(=O)C)O)N)O. Cell line: HCC-2998. Synergy scores: CSS=68.3, Synergy_ZIP=-2.33, Synergy_Bliss=-1.86, Synergy_Loewe=-19.4, Synergy_HSA=0.483. (5) Drug 1: CC(C)(C#N)C1=CC(=CC(=C1)CN2C=NC=N2)C(C)(C)C#N. Drug 2: C1=NC2=C(N=C(N=C2N1C3C(C(C(O3)CO)O)F)Cl)N. Cell line: PC-3. Synergy scores: CSS=2.15, Synergy_ZIP=-2.50, Synergy_Bliss=-0.800, Synergy_Loewe=-5.00, Synergy_HSA=-1.55. (6) Drug 1: CN(C)N=NC1=C(NC=N1)C(=O)N. Drug 2: C1C(C(OC1N2C=NC3=C2NC=NCC3O)CO)O. Cell line: LOX IMVI. Synergy scores: CSS=39.8, Synergy_ZIP=-11.2, Synergy_Bliss=-5.35, Synergy_Loewe=-4.65, Synergy_HSA=-1.45. (7) Cell line: T-47D. Drug 1: CN1CCC(CC1)COC2=C(C=C3C(=C2)N=CN=C3NC4=C(C=C(C=C4)Br)F)OC. Synergy scores: CSS=29.3, Synergy_ZIP=1.30, Synergy_Bliss=-0.402, Synergy_Loewe=-7.86, Synergy_HSA=0.896. Drug 2: CCC1=CC2CC(C3=C(CN(C2)C1)C4=CC=CC=C4N3)(C5=C(C=C6C(=C5)C78CCN9C7C(C=CC9)(C(C(C8N6C)(C(=O)OC)O)OC(=O)C)CC)OC)C(=O)OC.C(C(C(=O)O)O)(C(=O)O)O. (8) Drug 1: CC1=C(C=C(C=C1)NC(=O)C2=CC=C(C=C2)CN3CCN(CC3)C)NC4=NC=CC(=N4)C5=CN=CC=C5. Drug 2: C(CN)CNCCSP(=O)(O)O. Cell line: EKVX. Synergy scores: CSS=1.38, Synergy_ZIP=1.27, Synergy_Bliss=0.912, Synergy_Loewe=1.56, Synergy_HSA=-1.75. (9) Drug 1: CC(C)CN1C=NC2=C1C3=CC=CC=C3N=C2N. Drug 2: CC12CCC3C(C1CCC2OP(=O)(O)O)CCC4=C3C=CC(=C4)OC(=O)N(CCCl)CCCl.[Na+]. Cell line: SNB-75. Synergy scores: CSS=1.11, Synergy_ZIP=-4.07, Synergy_Bliss=-5.10, Synergy_Loewe=-5.74, Synergy_HSA=-5.74. (10) Drug 1: C1=CC(=CC=C1CCC2=CNC3=C2C(=O)NC(=N3)N)C(=O)NC(CCC(=O)O)C(=O)O. Drug 2: C1CN(P(=O)(OC1)NCCCl)CCCl. Cell line: PC-3. Synergy scores: CSS=41.6, Synergy_ZIP=4.14, Synergy_Bliss=2.17, Synergy_Loewe=-17.4, Synergy_HSA=2.28.